This data is from Catalyst prediction with 721,799 reactions and 888 catalyst types from USPTO. The task is: Predict which catalyst facilitates the given reaction. (1) Reactant: [C:1]([O:5][C:6]([NH:8][CH2:9][CH2:10]Br)=[O:7])([CH3:4])([CH3:3])[CH3:2].[C:12]1([S:18]([CH2:21][C:22]2[C:27]([C:28]([O:30][CH2:31][CH3:32])=[O:29])=[C:26]([OH:33])[C:25]([C:34]3[CH:38]=[CH:37][O:36][CH:35]=3)=[CH:24][CH:23]=2)(=[O:20])=[O:19])[CH:17]=[CH:16][CH:15]=[CH:14][CH:13]=1.C(=O)([O-])[O-].[Cs+].[Cs+]. Product: [C:12]1([S:18]([CH2:21][C:22]2[C:27]([C:28]([O:30][CH2:31][CH3:32])=[O:29])=[C:26]([O:33][CH2:10][CH2:9][NH:8][C:6]([O:5][C:1]([CH3:4])([CH3:3])[CH3:2])=[O:7])[C:25]([C:34]3[CH:38]=[CH:37][O:36][CH:35]=3)=[CH:24][CH:23]=2)(=[O:20])=[O:19])[CH:17]=[CH:16][CH:15]=[CH:14][CH:13]=1. The catalyst class is: 3. (2) Reactant: [N+:1]([C:4]1[CH:9]=[CH:8][C:7]([C:10]2[N:11]=[C:12]([C:15]([O:17][CH2:18][CH3:19])=[O:16])[S:13][CH:14]=2)=[CH:6][CH:5]=1)([O-])=O.[H][H]. Product: [NH2:1][C:4]1[CH:5]=[CH:6][C:7]([C:10]2[N:11]=[C:12]([C:15]([O:17][CH2:18][CH3:19])=[O:16])[S:13][CH:14]=2)=[CH:8][CH:9]=1. The catalyst class is: 579.